The task is: Regression. Given a peptide amino acid sequence and an MHC pseudo amino acid sequence, predict their binding affinity value. This is MHC class II binding data.. This data is from Peptide-MHC class II binding affinity with 134,281 pairs from IEDB. (1) The peptide sequence is NKELRLMYVNCVKKN. The MHC is HLA-DPA10301-DPB10402 with pseudo-sequence HLA-DPA10301-DPB10402. The binding affinity (normalized) is 0.773. (2) The binding affinity (normalized) is 0.188. The peptide sequence is APEVKYTVFETALKE. The MHC is HLA-DQA10101-DQB10501 with pseudo-sequence HLA-DQA10101-DQB10501. (3) The binding affinity (normalized) is 0.399. The MHC is HLA-DQA10101-DQB10501 with pseudo-sequence HLA-DQA10101-DQB10501. The peptide sequence is LAQEAGNFERISGDL.